Dataset: Forward reaction prediction with 1.9M reactions from USPTO patents (1976-2016). Task: Predict the product of the given reaction. Given the reactants C(OC([N:8]1[C:16]2[C:11](=[CH:12][CH:13]=[CH:14][CH:15]=2)[C:10]([C:17](=[O:34])[N:18]([CH3:33])[C:19]2[CH:20]=[N:21][C:22]([O:25][C:26]3[C:27]([CH3:32])=[N:28][CH:29]=[CH:30][CH:31]=3)=[CH:23][CH:24]=2)=[CH:9]1)=O)(C)(C)C.C(O)(C(F)(F)F)=O, predict the reaction product. The product is: [CH3:33][N:18]([C:19]1[CH:20]=[N:21][C:22]([O:25][C:26]2[C:27]([CH3:32])=[N:28][CH:29]=[CH:30][CH:31]=2)=[CH:23][CH:24]=1)[C:17]([C:10]1[C:11]2[C:16](=[CH:15][CH:14]=[CH:13][CH:12]=2)[NH:8][CH:9]=1)=[O:34].